From a dataset of Full USPTO retrosynthesis dataset with 1.9M reactions from patents (1976-2016). Predict the reactants needed to synthesize the given product. Given the product [CH3:1][C:2]1[C:3]([C:7]([O:9][CH3:10])=[O:8])=[CH:4][S:5][C:6]=1[C:11](=[O:14])[CH2:12][CH3:13], predict the reactants needed to synthesize it. The reactants are: [CH3:1][C:2]1[C:3]([C:7]([O:9][CH3:10])=[O:8])=[CH:4][S:5][CH:6]=1.[C:11](O[C:11](=[O:14])[CH2:12][CH3:13])(=[O:14])[CH2:12][CH3:13].Cl([O-])(=O)(=O)=O.[Li+].